The task is: Regression. Given a peptide amino acid sequence and an MHC pseudo amino acid sequence, predict their binding affinity value. This is MHC class I binding data.. This data is from Peptide-MHC class I binding affinity with 185,985 pairs from IEDB/IMGT. (1) The peptide sequence is FLAVFQSAT. The MHC is HLA-A02:02 with pseudo-sequence HLA-A02:02. The binding affinity (normalized) is 1.00. (2) The peptide sequence is AEQASQEVKNW. The MHC is HLA-A23:01 with pseudo-sequence HLA-A23:01. The binding affinity (normalized) is 0. (3) The MHC is Mamu-A2201 with pseudo-sequence Mamu-A2201. The peptide sequence is FPFKYAADF. The binding affinity (normalized) is 0.591.